From a dataset of Catalyst prediction with 721,799 reactions and 888 catalyst types from USPTO. Predict which catalyst facilitates the given reaction. Reactant: [C:1](Cl)(=O)C(Cl)=O.[S:7]1[CH:11]=[CH:10][C:9]2[CH:12]=[C:13]([C:16]([OH:18])=[O:17])[CH:14]=[CH:15][C:8]1=2. Product: [S:7]1[CH:11]=[CH:10][C:9]2[CH:12]=[C:13]([C:16]([O:18][CH3:1])=[O:17])[CH:14]=[CH:15][C:8]1=2. The catalyst class is: 5.